This data is from Catalyst prediction with 721,799 reactions and 888 catalyst types from USPTO. The task is: Predict which catalyst facilitates the given reaction. (1) Reactant: CS([O:5][CH2:6][C:7]1[CH:12]=[CH:11][C:10]([CH:13]2[CH2:18][CH2:17][N:16]([C:19]([O:21][C:22]([CH3:25])([CH3:24])[CH3:23])=[O:20])[CH2:15][CH2:14]2)=[CH:9][N:8]=1)(=O)=O.[S:26]([C:30]1[CH:35]=[CH:34][C:33]([O-])=[CH:32][CH:31]=1)(=[O:29])(=[O:28])[NH2:27].[K+].[Cl-].[NH4+]. Product: [S:26]([C:30]1[CH:35]=[CH:34][C:33]([O:5][CH2:6][C:7]2[CH:12]=[CH:11][C:10]([CH:13]3[CH2:14][CH2:15][N:16]([C:19]([O:21][C:22]([CH3:25])([CH3:24])[CH3:23])=[O:20])[CH2:17][CH2:18]3)=[CH:9][N:8]=2)=[CH:32][CH:31]=1)(=[O:29])(=[O:28])[NH2:27]. The catalyst class is: 16. (2) Reactant: [C:1]1([C@@H:7]2[O:9][C@H:8]2[C:10]([O-:12])=[O:11])[CH:6]=[CH:5][CH:4]=[CH:3][CH:2]=1.C1([C@H]([NH3+])C)C=CC=CC=1.[OH-].[K+:23].C(OCC)C. Product: [C:1]1([C@@H:7]2[O:9][C@H:8]2[C:10]([O-:12])=[O:11])[CH:2]=[CH:3][CH:4]=[CH:5][CH:6]=1.[K+:23]. The catalyst class is: 40. (3) Reactant: [F:1][C:2]1[CH:3]=[C:4](B2OC(C)(C)C(C)(C)O2)[CH:5]=[C:6]2[C:11]=1[N:10]([CH3:12])[C:9](=[O:13])[CH2:8][CH2:7]2.Br[C:24]1[CH:25]=[C:26]([CH2:30][NH:31][S:32]([CH2:35][CH3:36])(=[O:34])=[O:33])[CH:27]=[N:28][CH:29]=1.C(=O)([O-])[O-].[Na+].[Na+]. Product: [F:1][C:2]1[CH:3]=[C:4]([C:24]2[CH:25]=[C:26]([CH2:30][NH:31][S:32]([CH2:35][CH3:36])(=[O:33])=[O:34])[CH:27]=[N:28][CH:29]=2)[CH:5]=[C:6]2[C:11]=1[N:10]([CH3:12])[C:9](=[O:13])[CH:8]=[CH:7]2. The catalyst class is: 233. (4) Reactant: C([O-])=O.[NH4+].[F:5][C:6]([F:24])([F:23])[C:7]([NH:9][CH:10]1[CH2:15][CH2:14][N:13](CC2C=CC=CC=2)[CH2:12][CH2:11]1)=[O:8]. Product: [F:24][C:6]([F:5])([F:23])[C:7]([NH:9][CH:10]1[CH2:15][CH2:14][NH:13][CH2:12][CH2:11]1)=[O:8]. The catalyst class is: 43. (5) Reactant: [BrH:1].[CH3:2][N:3]1[CH2:7][CH2:6][CH2:5][C@@H:4]1[CH2:8][C:9]1[C:17]2[C:12](=[CH:13][CH:14]=[C:15]([CH:18]=[CH:19][S:20]([C:23]3[CH:28]=[CH:27][CH:26]=[CH:25][CH:24]=3)(=[O:22])=[O:21])[CH:16]=2)[NH:11][CH:10]=1.CC(C)=O. Product: [CH3:2][N:3]1[C@@H:4]([CH2:8][C:9]2[C:17]3[CH:16]=[C:15]([CH2:18][CH2:19][S:20]([C:23]4[CH:24]=[CH:25][CH:26]=[CH:27][CH:28]=4)(=[O:21])=[O:22])[CH:14]=[CH:13][C:12]=3[NH:11][CH:10]=2)[CH2:5][CH2:6][CH2:7]1.[BrH:1]. The catalyst class is: 19. (6) Reactant: [H-].[Al+3].[Li+].[H-].[H-].[H-].[F:7][C:8]([F:27])([F:26])[C:9]1[C:17]2[CH2:16][CH2:15][CH2:14][CH2:13][C:12]=2[N:11]([C:18]2[CH:25]=[CH:24][C:21]([C:22]#[N:23])=[CH:20][CH:19]=2)[N:10]=1. Product: [F:27][C:8]([F:7])([F:26])[C:9]1[C:17]2[CH2:16][CH2:15][CH2:14][CH2:13][C:12]=2[N:11]([C:18]2[CH:25]=[CH:24][C:21]([CH2:22][NH2:23])=[CH:20][CH:19]=2)[N:10]=1. The catalyst class is: 1. (7) Reactant: C([O:8][C:9]1[C:10]([CH2:31][CH3:32])=[CH:11][C:12]2[CH:13]3[CH:21]([CH2:22][CH2:23][C:24]=2[CH:25]=1)[CH:20]1[C:16]([CH3:30])([C:17](=[CH:26][CH2:27][O:28][CH3:29])[CH2:18][CH2:19]1)[CH2:15][CH2:14]3)C1C=CC=CC=1.CC(O)C. Product: [CH2:31]([C:10]1[C:9]([OH:8])=[CH:25][C:24]2[CH2:23][CH2:22][CH:21]3[CH:13]([CH2:14][CH2:15][C:16]4([CH3:30])[CH:20]3[CH2:19][CH2:18][C:17]4=[CH:26][CH2:27][O:28][CH3:29])[C:12]=2[CH:11]=1)[CH3:32]. The catalyst class is: 107.